Task: Predict the reactants needed to synthesize the given product.. Dataset: Full USPTO retrosynthesis dataset with 1.9M reactions from patents (1976-2016) (1) Given the product [N:42]([CH2:41][CH2:40][O:39][CH2:38][CH2:37][O:36][CH2:35][CH2:34][O:33][CH2:32][CH2:31][N:5]([C:6]([O:8][C:9]([CH3:10])([CH3:11])[CH3:12])=[O:7])[N:4]([CH2:1][C:2]#[CH:3])[C:13]([O:15][C:16]([CH3:19])([CH3:18])[CH3:17])=[O:14])=[N+:43]=[N-:44], predict the reactants needed to synthesize it. The reactants are: [CH2:1]([N:4]([C:13]([O:15][C:16]([CH3:19])([CH3:18])[CH3:17])=[O:14])[NH:5][C:6]([O:8][C:9]([CH3:12])([CH3:11])[CH3:10])=[O:7])[C:2]#[CH:3].C(=O)([O-])[O-].[Cs+].[Cs+].CS(O[CH2:31][CH2:32][O:33][CH2:34][CH2:35][O:36][CH2:37][CH2:38][O:39][CH2:40][CH2:41][N:42]=[N+:43]=[N-:44])(=O)=O. (2) The reactants are: COC1C=C(C)C(S(N2CCCCC2COCC(O)=O)(=O)=O)=C(C)C=1.C1C2C(=CN=CC=2)CCN1.C(=O)([O-])O.[Na+].[CH2:41]1[C:50]2[C:45](=[CH:46][N:47]=[CH:48][CH:49]=2)[CH2:44][CH2:43][N:42]1[C:51](=[O:74])[CH2:52][O:53][CH2:54][CH:55]1[CH2:60][CH2:59][CH2:58][CH2:57][N:56]1[S:61]([C:64]1[C:69]([CH3:70])=[CH:68][C:67]([O:71][CH3:72])=[CH:66][C:65]=1[CH3:73])(=[O:63])=[O:62].C[Si](C)(C)[Cl:77]. Given the product [ClH:77].[CH2:41]1[C:50]2[C:45](=[CH:46][N:47]=[CH:48][CH:49]=2)[CH2:44][CH2:43][N:42]1[C:51](=[O:74])[CH2:52][O:53][CH2:54][CH:55]1[CH2:60][CH2:59][CH2:58][CH2:57][N:56]1[S:61]([C:64]1[C:69]([CH3:70])=[CH:68][C:67]([O:71][CH3:72])=[CH:66][C:65]=1[CH3:73])(=[O:63])=[O:62], predict the reactants needed to synthesize it. (3) Given the product [CH3:1][O:2][CH2:3][CH2:4][NH:5][C:6]([N:8]1[CH2:13][CH:12]([C:14]2[CH:15]=[CH:16][C:17]([C:20]([F:23])([F:22])[F:21])=[CH:18][CH:19]=2)[CH2:11][CH:10]([C:24]2[O:25][N:31]=[C:29]([CH3:30])[N:28]=2)[CH2:9]1)=[O:7], predict the reactants needed to synthesize it. The reactants are: [CH3:1][O:2][CH2:3][CH2:4][NH:5][C:6]([N:8]1[CH2:13][CH:12]([C:14]2[CH:19]=[CH:18][C:17]([C:20]([F:23])([F:22])[F:21])=[CH:16][CH:15]=2)[CH2:11][CH:10]([C:24](O)=[O:25])[CH2:9]1)=[O:7].O[N:28]=[C:29]([NH2:31])[CH3:30]. (4) The reactants are: [Cl:1][C:2]1[C:14]([Cl:15])=[CH:13][C:5]2[O:6][CH:7]([C:10]([OH:12])=O)[CH2:8][O:9][C:4]=2[CH:3]=1.[F:16][C:17]1[CH:30]=[CH:29][C:20]([CH2:21][N:22]2[CH2:27][CH2:26][NH:25][C@H:24]([CH3:28])[CH2:23]2)=[CH:19][CH:18]=1.CCN=C=NCCCN(C)C.C1C=CC2N(O)N=NC=2C=1.CCN(C(C)C)C(C)C. Given the product [Cl:1][C:2]1[C:14]([Cl:15])=[CH:13][C:5]2[O:6][CH:7]([C:10]([N:25]3[CH2:26][CH2:27][N:22]([CH2:21][C:20]4[CH:29]=[CH:30][C:17]([F:16])=[CH:18][CH:19]=4)[CH2:23][C@H:24]3[CH3:28])=[O:12])[CH2:8][O:9][C:4]=2[CH:3]=1, predict the reactants needed to synthesize it. (5) Given the product [CH3:40][C:8]1[CH:9]=[C:10]([S:13]([N:16]2[CH2:25][C:24]([CH3:27])([CH3:26])[C:23]3[C:18](=[CH:19][C:20]([C:28]4[CH:29]=[CH:30][C:31]([O:34][C:35]([F:36])([F:37])[F:38])=[CH:32][CH:33]=4)=[CH:21][CH:22]=3)[CH:17]2[CH3:39])(=[O:14])=[O:15])[CH:11]=[CH:12][C:7]=1[O:6][CH2:5][C:4]([OH:41])=[O:3], predict the reactants needed to synthesize it. The reactants are: C([O:3][C:4](=[O:41])[CH2:5][O:6][C:7]1[CH:12]=[CH:11][C:10]([S:13]([N:16]2[CH2:25][C:24]([CH3:27])([CH3:26])[C:23]3[C:18](=[CH:19][C:20]([C:28]4[CH:33]=[CH:32][C:31]([O:34][C:35]([F:38])([F:37])[F:36])=[CH:30][CH:29]=4)=[CH:21][CH:22]=3)[CH:17]2[CH3:39])(=[O:15])=[O:14])=[CH:9][C:8]=1[CH3:40])C.[OH-].[Na+]. (6) Given the product [Cl:31][CH2:2][C:3]1[C:8](=[O:9])[CH:7]=[CH:6][N:5]([C:10]2[CH:11]=[N:12][N:13]([CH2:15][O:16][CH2:17][CH2:18][Si:19]([CH3:22])([CH3:21])[CH3:20])[CH:14]=2)[N:4]=1, predict the reactants needed to synthesize it. The reactants are: O[CH2:2][C:3]1[C:8](=[O:9])[CH:7]=[CH:6][N:5]([C:10]2[CH:11]=[N:12][N:13]([CH2:15][O:16][CH2:17][CH2:18][Si:19]([CH3:22])([CH3:21])[CH3:20])[CH:14]=2)[N:4]=1.C([O-])([O-])=O.[K+].[K+].O=S(Cl)[Cl:31].C([O-])(O)=O.[Na+].